From a dataset of CYP2C9 inhibition data for predicting drug metabolism from PubChem BioAssay. Regression/Classification. Given a drug SMILES string, predict its absorption, distribution, metabolism, or excretion properties. Task type varies by dataset: regression for continuous measurements (e.g., permeability, clearance, half-life) or binary classification for categorical outcomes (e.g., BBB penetration, CYP inhibition). Dataset: cyp2c9_veith. The molecule is COc1ccc(-c2nc3cnc(N4CCN(C)CC4)nc3n(C3CC3)c2=O)cc1. The result is 0 (non-inhibitor).